This data is from Catalyst prediction with 721,799 reactions and 888 catalyst types from USPTO. The task is: Predict which catalyst facilitates the given reaction. (1) Reactant: [Cl:1][C:2]1[N:10]=[C:9]2[C:5]([NH:6][CH:7]=[N:8]2)=[C:4]([Cl:11])[N:3]=1.[H-].[Na+].[CH3:14]I. Product: [Cl:1][C:2]1[N:10]=[C:9]2[C:5]([N:6]=[CH:7][N:8]2[CH3:14])=[C:4]([Cl:11])[N:3]=1. The catalyst class is: 3. (2) Reactant: [N+:1](CCC)([O-:3])=[O:2].[CH2:7]1[CH2:17][CH2:16]N2[C:10](=NCCC2)[CH2:9][CH2:8]1.C(=[O:21])CC. Product: [OH:21][CH:7]([CH2:17][CH3:16])[CH:8]([N+:1]([O-:3])=[O:2])[CH2:9][CH3:10]. The catalyst class is: 13. (3) Reactant: [CH3:1][O:2][CH2:3][CH2:4][O:5][C:6]1[CH:7]=[C:8]([N:15]([CH3:23])[C:16](=[O:22])[O:17][C:18]([CH3:21])([CH3:20])[CH3:19])[CH:9]=[C:10]([N+:12]([O-])=O)[CH:11]=1.COCCOC1C=C(NC(=O)OC(C)(C)C)C=C([N+]([O-])=O)C=1. Product: [NH2:12][C:10]1[CH:9]=[C:8]([N:15]([CH3:23])[C:16](=[O:22])[O:17][C:18]([CH3:19])([CH3:21])[CH3:20])[CH:7]=[C:6]([O:5][CH2:4][CH2:3][O:2][CH3:1])[CH:11]=1. The catalyst class is: 19. (4) Reactant: [OH:1][C:2]1[C:11]2[C:6](=[CH:7][CH:8]=[C:9]([O:12][C:13]3[CH:18]=[CH:17][C:16]([O:19][CH3:20])=[CH:15][CH:14]=3)[CH:10]=2)[C:5]([CH3:21])=[N:4][C:3]=1[C:22](OC)=[O:23].[NH2:26][CH2:27][C:28]([OH:30])=[O:29].C[O-].[Na+]. Product: [OH:1][C:2]1[C:11]2[C:6](=[CH:7][CH:8]=[C:9]([O:12][C:13]3[CH:14]=[CH:15][C:16]([O:19][CH3:20])=[CH:17][CH:18]=3)[CH:10]=2)[C:5]([CH3:21])=[N:4][C:3]=1[C:22]([NH:26][CH2:27][C:28]([OH:30])=[O:29])=[O:23]. The catalyst class is: 5. (5) Reactant: [CH:1]1([S:7]([C:10]([C:13]2[CH:18]=[C:17]([N:19]3[CH2:24][CH2:23][O:22][CH2:21][C@@H:20]3[CH3:25])[N:16]=[C:15]([C:26]3[CH:32]=[CH:31][C:29]([NH2:30])=[CH:28][CH:27]=3)[N:14]=2)([CH3:12])[CH3:11])(=[O:9])=[O:8])[CH2:6][CH2:5][CH2:4][CH2:3][CH2:2]1.C(=O)(O)[O-].[Na+].Cl[C:39]([O:41][C:42]1[CH:47]=[CH:46][CH:45]=[CH:44][CH:43]=1)=[O:40]. Product: [CH:1]1([S:7]([C:10]([C:13]2[CH:18]=[C:17]([N:19]3[CH2:24][CH2:23][O:22][CH2:21][C@@H:20]3[CH3:25])[N:16]=[C:15]([C:26]3[CH:32]=[CH:31][C:29]([NH:30][C:39](=[O:40])[O:41][C:42]4[CH:47]=[CH:46][CH:45]=[CH:44][CH:43]=4)=[CH:28][CH:27]=3)[N:14]=2)([CH3:11])[CH3:12])(=[O:9])=[O:8])[CH2:2][CH2:3][CH2:4][CH2:5][CH2:6]1. The catalyst class is: 12. (6) Reactant: [N:1]1([C:7]2[CH:13]=[CH:12][CH:11]=[CH:10][C:8]=2[NH2:9])[CH2:6][CH2:5][CH2:4][CH2:3][CH2:2]1.[CH3:14][O:15][C:16]1[CH:17]=[C:18]([CH:21]=[CH:22][CH:23]=1)[CH2:19]Br.C(=O)([O-])[O-].[K+].[K+].NC1C=CC=CC=1. Product: [CH3:14][O:15][C:16]1[CH:17]=[C:18]([CH:21]=[CH:22][CH:23]=1)[CH2:19][NH:9][C:8]1[CH:10]=[CH:11][CH:12]=[CH:13][C:7]=1[N:1]1[CH2:6][CH2:5][CH2:4][CH2:3][CH2:2]1. The catalyst class is: 3. (7) Reactant: [CH3:1][S:2]([OH:5])(=[O:4])=[O:3].[CH3:6][C:7]1[O:11][C:10]([C:12]2[CH:17]=[CH:16][CH:15]=[CH:14][CH:13]=2)=[N:9][C:8]=1[CH2:18][CH2:19][O:20][C:21]1[CH:26]=[CH:25][C:24]([CH2:27][C@H:28]([NH:34][CH2:35][C:36]2[CH:41]=[CH:40][C:39]([F:42])=[CH:38][CH:37]=2)[C:29]([O:31][CH2:32][CH3:33])=[O:30])=[CH:23][CH:22]=1.C(OC(C)C)(C)C. Product: [CH3:1][S:2]([OH:5])(=[O:4])=[O:3].[CH3:6][C:7]1[O:11][C:10]([C:12]2[CH:17]=[CH:16][CH:15]=[CH:14][CH:13]=2)=[N:9][C:8]=1[CH2:18][CH2:19][O:20][C:21]1[CH:26]=[CH:25][C:24]([CH2:27][C@H:28]([NH:34][CH2:35][C:36]2[CH:41]=[CH:40][C:39]([F:42])=[CH:38][CH:37]=2)[C:29]([O:31][CH2:32][CH3:33])=[O:30])=[CH:23][CH:22]=1. The catalyst class is: 8.